From a dataset of Reaction yield outcomes from USPTO patents with 853,638 reactions. Predict the reaction yield, written as a fraction of the theoretical maximum amount of product (1.0 means a 100% yield; for example, 0.34 means a 34% yield). The yield is 0.560. The reactants are [Cl:1]N1C(=O)CCC1=O.[F:9][C:10]1[CH:15]=[CH:14][C:13]([N:16]2[CH:21]=[CH:20][C:19]3=[N:22][C:23]([CH2:25][O:26][C:27]4[CH:32]=[CH:31][CH:30]=[CH:29][CH:28]=4)=[CH:24][N:18]3[C:17]2=[O:33])=[CH:12][CH:11]=1. The catalyst is CN(C=O)C. The product is [Cl:1][C:24]1[N:18]2[C:17](=[O:33])[N:16]([C:13]3[CH:14]=[CH:15][C:10]([F:9])=[CH:11][CH:12]=3)[CH:21]=[CH:20][C:19]2=[N:22][C:23]=1[CH2:25][O:26][C:27]1[CH:28]=[CH:29][CH:30]=[CH:31][CH:32]=1.